From a dataset of Catalyst prediction with 721,799 reactions and 888 catalyst types from USPTO. Predict which catalyst facilitates the given reaction. (1) Reactant: [CH3:1][C:2]1([CH3:16])[O:6][C@H:5]([CH2:7][O:8][C:9]2[N:14]=[C:13]([NH2:15])[CH:12]=[N:11][CH:10]=2)[CH2:4][O:3]1.[F:17][C:18]([F:38])([F:37])[C:19]1[CH:24]=[CH:23][CH:22]=[CH:21][C:20]=1[C:25]1[CH:26]=[CH:27][C:28]2[N:29]([C:31]([C:34](Cl)=[O:35])=[CH:32][N:33]=2)[N:30]=1.O. Product: [CH3:1][C:2]1([CH3:16])[O:6][C@H:5]([CH2:7][O:8][C:9]2[N:14]=[C:13]([NH:15][C:34]([C:31]3[N:29]4[N:30]=[C:25]([C:20]5[CH:21]=[CH:22][CH:23]=[CH:24][C:19]=5[C:18]([F:38])([F:17])[F:37])[CH:26]=[CH:27][C:28]4=[N:33][CH:32]=3)=[O:35])[CH:12]=[N:11][CH:10]=2)[CH2:4][O:3]1. The catalyst class is: 17. (2) Reactant: [C:1]([C:5]1[C:14]2[O:13][CH:12]([C:15]3[CH:20]=[CH:19][CH:18]=[CH:17][CH:16]=3)[C:11](=[O:21])[N:10]([CH2:22][CH2:23][CH:24]=[O:25])[C:9]=2[CH:8]=[CH:7][CH:6]=1)([CH3:4])([CH3:3])[CH3:2].CC(=CC)C.P([O-])(O)(O)=[O:32].[Na+].Cl([O-])=O.[Na+].Cl. Product: [C:1]([C:5]1[C:14]2[O:13][CH:12]([C:15]3[CH:20]=[CH:19][CH:18]=[CH:17][CH:16]=3)[C:11](=[O:21])[N:10]([CH2:22][CH2:23][C:24]([OH:32])=[O:25])[C:9]=2[CH:8]=[CH:7][CH:6]=1)([CH3:4])([CH3:2])[CH3:3]. The catalyst class is: 371. (3) Reactant: [F:1][C:2]1[CH:7]=[CH:6][C:5]([CH:8]([C:15]2[CH:20]=[CH:19][CH:18]=[CH:17][CH:16]=2)[N:9]2[CH2:14][CH2:13][NH:12][CH2:11][CH2:10]2)=[CH:4][CH:3]=1.[O:21]=[C:22]1[C:26]([C:33]2[CH:38]=[CH:37][CH:36]=[CH:35][CH:34]=2)([C:27]2[CH:32]=[CH:31][CH:30]=[CH:29][CH:28]=2)[CH2:25][CH2:24][N:23]1[CH2:39][C:40](O)=[O:41].Cl.C(N=C=NCCCN(C)C)C. Product: [F:1][C:2]1[CH:3]=[CH:4][C:5]([CH:8]([C:15]2[CH:16]=[CH:17][CH:18]=[CH:19][CH:20]=2)[N:9]2[CH2:10][CH2:11][N:12]([C:40](=[O:41])[CH2:39][N:23]3[CH2:24][CH2:25][C:26]([C:27]4[CH:32]=[CH:31][CH:30]=[CH:29][CH:28]=4)([C:33]4[CH:38]=[CH:37][CH:36]=[CH:35][CH:34]=4)[C:22]3=[O:21])[CH2:13][CH2:14]2)=[CH:6][CH:7]=1. The catalyst class is: 112. (4) Reactant: [C:1]([N:8]1[CH2:13][CH:12]=[CH:11][CH:10]([OH:14])[CH2:9]1)([O:3][C:4]([CH3:7])([CH3:6])[CH3:5])=[O:2].CC(OI1(OC(C)=O)(OC(C)=O)OC(=O)C2C=CC=CC1=2)=O.S([O-])([O-])(=O)=S.[Na+].[Na+]. Product: [C:4]([O:3][C:1]([N:8]1[CH2:13][CH:12]=[CH:11][C:10](=[O:14])[CH2:9]1)=[O:2])([CH3:7])([CH3:5])[CH3:6]. The catalyst class is: 4. (5) Reactant: [OH-].C([N+](CCCC)(CCCC)CCCC)CCC.O[CH2:20][C@@H:21]([O:31][CH2:32][P:33]([OH:36])([OH:35])=[O:34])[CH2:22][N:23]1[CH:30]=[N:29][C:27]([NH2:28])=[N:26][C:24]1=[O:25].[CH2:37](Br)[CH2:38][CH2:39][CH2:40][CH2:41][CH2:42][CH2:43][CH2:44][CH2:45][CH2:46][CH2:47][CH2:48][CH2:49][CH2:50][CH2:51][CH2:52][CH2:53][CH3:54]. Product: [CH3:54][CH2:53][CH2:52][CH2:51][CH2:50][CH2:49][CH2:48][CH2:47][CH2:46][CH2:45][CH2:44][CH2:43][CH2:42][CH2:41][CH2:40][CH2:39][CH2:38][CH2:37][O:36][P:33]1([O:34][CH2:20][C@H:21]([CH2:22][N:23]2[C:24](=[O:25])[N:26]=[C:27]([NH2:28])[N:29]=[CH:30]2)[O:31][CH2:32]1)=[O:35]. The catalyst class is: 5. (6) Reactant: [O:1]=[C:2]1[CH:7]=[CH:6][C:5]([C:8]2[C:9]([C:20]3[CH:25]=[CH:24][CH:23]=[CH:22][CH:21]=3)=[N:10][N:11]3[CH:16]=[CH:15][C:14]([C:17](O)=[O:18])=[CH:13][C:12]=23)=[N:4][N:3]1[CH:26]([CH3:28])[CH3:27].F[B-](F)(F)F.N1(O[C:44](N(C)C)=[N+:45](C)[CH3:46])C2C=CC=CC=2N=N1.C(N(CC)C(C)C)(C)C.Cl.CNC. Product: [CH3:44][N:45]([CH3:46])[C:17]([C:14]1[CH:15]=[CH:16][N:11]2[N:10]=[C:9]([C:20]3[CH:25]=[CH:24][CH:23]=[CH:22][CH:21]=3)[C:8]([C:5]3[CH:6]=[CH:7][C:2](=[O:1])[N:3]([CH:26]([CH3:28])[CH3:27])[N:4]=3)=[C:12]2[CH:13]=1)=[O:18]. The catalyst class is: 31. (7) Reactant: [NH2:1][C:2]1[CH:7]=[CH:6][CH:5]=[C:4]([CH3:8])[N:3]=1.[I:9](O)(=O)(=O)=O.II.S(=O)(=O)(O)O.S(=O)(O)[O-].[Na+]. Product: [NH2:1][C:2]1[CH:7]=[CH:6][C:5]([I:9])=[C:4]([CH3:8])[N:3]=1. The catalyst class is: 211. (8) Reactant: Cl.C(OCC)(=O)C.[CH2:8]([O:15][C:16]([NH:18][C@H:19]1[CH2:24][CH2:23][N:22]([C:25](OC(C)(C)C)=[O:26])[CH2:21][C@H:20]1[O:32][CH3:33])=[O:17])[C:9]1[CH:14]=[CH:13][CH:12]=[CH:11][CH:10]=1.C[Si]([N:38]=C=O)(C)C.CO. Product: [C:25]([N:22]1[CH2:23][CH2:24][C@H:19]([NH:18][C:16](=[O:17])[O:15][CH2:8][C:9]2[CH:14]=[CH:13][CH:12]=[CH:11][CH:10]=2)[C@H:20]([O:32][CH3:33])[CH2:21]1)(=[O:26])[NH2:38]. The catalyst class is: 13. (9) Reactant: [C:1](Cl)(=[O:3])[CH3:2].[N:5]1([C:11]2[CH:16]=[C:15]([CH2:17][N:18]3[CH:23]=[C:22]([C:24]4[O:28][N:27]=[C:26]([C:29]5[CH:34]=[CH:33][C:32]([C:35]6([C:38]([F:41])([F:40])[F:39])[CH2:37][CH2:36]6)=[CH:31][CH:30]=5)[N:25]=4)[CH:21]=[CH:20][C:19]3=[O:42])[CH:14]=[CH:13][N:12]=2)[CH2:10][CH2:9][NH:8][CH2:7][CH2:6]1.C(N(CC)CC)C. Product: [C:1]([N:8]1[CH2:7][CH2:6][N:5]([C:11]2[CH:16]=[C:15]([CH2:17][N:18]3[CH:23]=[C:22]([C:24]4[O:28][N:27]=[C:26]([C:29]5[CH:34]=[CH:33][C:32]([C:35]6([C:38]([F:39])([F:40])[F:41])[CH2:37][CH2:36]6)=[CH:31][CH:30]=5)[N:25]=4)[CH:21]=[CH:20][C:19]3=[O:42])[CH:14]=[CH:13][N:12]=2)[CH2:10][CH2:9]1)(=[O:3])[CH3:2]. The catalyst class is: 4.